Dataset: Full USPTO retrosynthesis dataset with 1.9M reactions from patents (1976-2016). Task: Predict the reactants needed to synthesize the given product. (1) Given the product [Cl:1][C:2]1[C:3]([C:16]2[CH:17]=[C:18]([Cl:20])[CH:19]=[CH:14][C:15]=2[C:21]([F:22])([F:23])[F:24])=[CH:4][C:5]([O:8][CH3:9])=[N:6][CH:7]=1, predict the reactants needed to synthesize it. The reactants are: [Cl:1][C:2]1[C:3](B(O)O)=[CH:4][C:5]([O:8][CH3:9])=[N:6][CH:7]=1.Br[C:14]1[CH:19]=[C:18]([Cl:20])[CH:17]=[CH:16][C:15]=1[C:21]([F:24])([F:23])[F:22]. (2) Given the product [N:5]1[CH:6]=[CH:7][CH:8]=[CH:9][C:4]=1[CH2:3][O:10][C:11]1[CH:12]=[CH:13][C:14]([CH2:17][CH2:18][CH:19]([CH2:24][CH2:25][CH2:26][C:27]2[CH:28]=[CH:29][CH:30]=[CH:31][CH:32]=2)[C:20]([O:22][CH3:23])=[O:21])=[CH:15][CH:16]=1, predict the reactants needed to synthesize it. The reactants are: Br.Br[CH2:3][C:4]1[CH:9]=[CH:8][CH:7]=[CH:6][N:5]=1.[OH:10][C:11]1[CH:16]=[CH:15][C:14]([CH2:17][CH2:18][CH:19]([CH2:24][CH2:25][CH2:26][C:27]2[CH:32]=[CH:31][CH:30]=[CH:29][CH:28]=2)[C:20]([O:22][CH3:23])=[O:21])=[CH:13][CH:12]=1.C([O-])([O-])=O.[Cs+].[Cs+].Cl. (3) Given the product [Cl:20][C:14]1[CH:15]=[C:16]([Cl:19])[CH:17]=[CH:18][C:13]=1[C:11]1[N:12]=[C:8]([CH2:7][O:6][C:5]2[CH:23]=[CH:24][C:2]([C:30]3[CH:29]=[CH:28][CH:27]=[C:26]([OH:25])[CH:31]=3)=[CH:3][CH:4]=2)[N:9]([CH2:21][CH3:22])[CH:10]=1, predict the reactants needed to synthesize it. The reactants are: Br[C:2]1[CH:24]=[CH:23][C:5]([O:6][CH2:7][C:8]2[N:9]([CH2:21][CH3:22])[CH:10]=[C:11]([C:13]3[CH:18]=[CH:17][C:16]([Cl:19])=[CH:15][C:14]=3[Cl:20])[N:12]=2)=[CH:4][CH:3]=1.[OH:25][C:26]1[CH:27]=[C:28](B(O)O)[CH:29]=[CH:30][CH:31]=1. (4) Given the product [Cl:11][C:9]1[CH:10]=[C:2]2[C:3]([C:4]([N:25]3[CH2:26][CH2:27][N:22]([CH3:21])[CH2:23][CH2:24]3)=[N:6][C:18]([CH:12]3[CH2:17][CH2:16][CH2:15][CH2:14][CH2:13]3)=[N:1]2)=[CH:7][CH:8]=1, predict the reactants needed to synthesize it. The reactants are: [NH2:1][C:2]1[CH:10]=[C:9]([Cl:11])[CH:8]=[CH:7][C:3]=1[C:4]([NH2:6])=O.[CH:12]1([C:18](Cl)=O)[CH2:17][CH2:16][CH2:15][CH2:14][CH2:13]1.[CH3:21][N:22]1[CH2:27][CH2:26][NH:25][CH2:24][CH2:23]1.